Dataset: Full USPTO retrosynthesis dataset with 1.9M reactions from patents (1976-2016). Task: Predict the reactants needed to synthesize the given product. (1) Given the product [S:28]1[C:24]([NH:6][S:7]([C:10]2[CH:11]=[C:12]3[C:17](=[CH:18][CH:19]=2)[C:16]([C:20]([OH:22])=[O:21])=[CH:15][CH:14]=[CH:13]3)(=[O:8])=[O:9])=[N:25][CH:26]=[N:27]1, predict the reactants needed to synthesize it. The reactants are: COC1C=C(OC)C=CC=1C[N:6]([C:24]1[S:28][N:27]=[CH:26][N:25]=1)[S:7]([C:10]1[CH:11]=[C:12]2[C:17](=[CH:18][CH:19]=1)[C:16]([C:20]([O:22]C)=[O:21])=[CH:15][CH:14]=[CH:13]2)(=[O:9])=[O:8].C(O)(C(F)(F)F)=O.CO.[OH-].[Li+]. (2) Given the product [O:1]=[C:2]1[C:7]2([CH2:8][CH2:9][CH2:10][CH2:11]2)[N:6]([C:12]([O:14][C:15]([CH3:18])([CH3:17])[CH3:16])=[O:13])[CH2:5][C:4]2([CH2:19][CH2:20][CH2:21][CH2:22][CH2:23][CH2:24]2)[N:3]1[CH2:25][C:26]#[C:27][C:29]1[CH:30]=[C:31]2[C:44](=[CH:45][CH:46]=1)[CH2:43][C@:33]1([C:41]3[C:36](=[N:37][CH:38]=[CH:39][CH:40]=3)[NH:35][C:34]1=[O:42])[CH2:32]2, predict the reactants needed to synthesize it. The reactants are: [O:1]=[C:2]1[C:7]2([CH2:11][CH2:10][CH2:9][CH2:8]2)[N:6]([C:12]([O:14][C:15]([CH3:18])([CH3:17])[CH3:16])=[O:13])[CH2:5][C:4]2([CH2:24][CH2:23][CH2:22][CH2:21][CH2:20][CH2:19]2)[N:3]1[CH2:25][C:26]#[CH:27].I[C:29]1[CH:30]=[C:31]2[C:44](=[CH:45][CH:46]=1)[CH2:43][C@:33]1([C:41]3[C:36](=[N:37][CH:38]=[CH:39][CH:40]=3)[NH:35][C:34]1=[O:42])[CH2:32]2.C(N(CC)CC)C.